Dataset: Forward reaction prediction with 1.9M reactions from USPTO patents (1976-2016). Task: Predict the product of the given reaction. The product is: [CH2:29]([NH:32][C:33]([N:12]1[C:6]2[CH:7]=[N:8][C:9]3[CH:10]=[CH:11][C:2]([Br:1])=[CH:3][C:4]=3[C:5]=2[N:14]([C:15]2[CH:20]=[CH:19][C:18]([C:21]([C:22]#[N:23])([CH3:24])[CH3:25])=[CH:17][CH:16]=2)[C:13]1=[O:26])=[O:34])[CH:30]=[CH2:31]. Given the reactants [Br:1][C:2]1[CH:11]=[CH:10][C:9]2[N:8]=[CH:7][C:6]3[NH:12][C:13](=[O:26])[N:14]([C:15]4[CH:20]=[CH:19][C:18]([C:21]([CH3:25])([CH3:24])[C:22]#[N:23])=[CH:17][CH:16]=4)[C:5]=3[C:4]=2[CH:3]=1.[F-].[K+].[CH2:29]([N:32]=[C:33]=[O:34])[CH:30]=[CH2:31].O, predict the reaction product.